This data is from Forward reaction prediction with 1.9M reactions from USPTO patents (1976-2016). The task is: Predict the product of the given reaction. (1) Given the reactants Cl[C:2]1[CH:7]=[C:6]([C:8]2[CH:13]=[CH:12][CH:11]=[C:10]([CH3:14])[C:9]=2[CH3:15])[N:5]=[C:4]([NH2:16])[N:3]=1.[N:17]1[CH:22]=[CH:21][CH:20]=[C:19]([NH:23][CH2:24][CH2:25][NH2:26])[CH:18]=1, predict the reaction product. The product is: [CH3:15][C:9]1[C:10]([CH3:14])=[CH:11][CH:12]=[CH:13][C:8]=1[C:6]1[N:5]=[C:4]([NH2:16])[N:3]=[C:2]([NH:26][CH2:25][CH2:24][NH:23][C:19]2[CH:18]=[N:17][CH:22]=[CH:21][CH:20]=2)[CH:7]=1. (2) Given the reactants [C:1]([N:4]1[CH:10]2[CH:8]([CH:9]2[CH2:11][O:12][CH2:13][C:14]2[CH:19]=[CH:18][CH:17]=[CH:16][CH:15]=2)[N:7]([CH2:20][C:21]2[CH:26]=[CH:25][C:24]([F:27])=[CH:23][CH:22]=2)[C:6](=[O:28])[CH2:5]1)(=[O:3])[CH3:2].C[Si]([N-][Si](C)(C)C)(C)C.[Li+].C1COCC1.[C:44](OCC)(=[O:50])[C:45](OCC)=[O:46].Cl, predict the reaction product. The product is: [CH2:13]([O:12][CH2:11][CH:9]1[CH:10]2[CH:8]1[N:7]([CH2:20][C:21]1[CH:26]=[CH:25][C:24]([F:27])=[CH:23][CH:22]=1)[C:6](=[O:28])[C:5]1[N:4]2[C:1](=[O:3])[CH:2]=[C:44]([OH:50])[C:45]=1[OH:46])[C:14]1[CH:19]=[CH:18][CH:17]=[CH:16][CH:15]=1. (3) Given the reactants [Br:1][C:2]1[CH:3]=[C:4]([CH2:8][C:9]([OH:11])=[O:10])[CH:5]=[N:6][CH:7]=1.[CH3:12][Si](C=[N+]=[N-])(C)C, predict the reaction product. The product is: [Br:1][C:2]1[CH:3]=[C:4]([CH2:8][C:9]([O:11][CH3:12])=[O:10])[CH:5]=[N:6][CH:7]=1. (4) Given the reactants Cl[C:2]1[CH:3]=[CH:4][C:5]2[N:6]([C:8]([C:11]3[CH:16]=[CH:15][N:14]=[CH:13][CH:12]=3)=[CH:9][N:10]=2)[N:7]=1.[CH:17]1([NH2:20])[CH2:19][CH2:18]1.C1(P(C2C=CC=CC=2)C2C=CC3C(=CC=CC=3)C=2C2C3C(=CC=CC=3)C=CC=2P(C2C=CC=CC=2)C2C=CC=CC=2)C=CC=CC=1.CC(C)([O-])C.[Na+], predict the reaction product. The product is: [CH:17]1([NH:20][C:2]2[CH:3]=[CH:4][C:5]3[N:6]([C:8]([C:11]4[CH:16]=[CH:15][N:14]=[CH:13][CH:12]=4)=[CH:9][N:10]=3)[N:7]=2)[CH2:19][CH2:18]1. (5) Given the reactants [CH2:1]([N:3]1[C:8]([CH3:10])([CH3:9])[C:7]([CH3:12])([CH3:11])[O:6][C:5](=[O:13])[CH:4]1[CH2:14][C:15]([O:17]C(C)(C)C)=[O:16])[CH3:2].FC(F)(F)C(O)=O, predict the reaction product. The product is: [CH2:1]([N:3]1[C:8]([CH3:9])([CH3:10])[C:7]([CH3:11])([CH3:12])[O:6][C:5](=[O:13])[CH:4]1[CH2:14][C:15]([OH:17])=[O:16])[CH3:2]. (6) Given the reactants [CH3:1][O:2][C:3]1[N:8]=[C:7]2NC(SCC3C(C)=C(OC)C=CN=3)=N[C:6]2=[CH:5][C:4]=1[CH3:23].ClC1C=CC=C(C(OO)=O)C=1.C(=O)(O)[O-].[Na+], predict the reaction product. The product is: [CH3:1][O:2][C:3]1[C:4]([CH3:23])=[CH:5][CH:6]=[CH:7][N:8]=1. (7) Given the reactants C([BH3-])#N.[Na+].[ClH:5].[NH2:6][CH:7]([CH2:42][CH2:43][CH3:44])[CH2:8][C:9]([NH:11][C:12]1[CH:13]=[C:14]([C:18]2[CH:23]=[C:22]([C:24]3[CH:29]=[CH:28][C:27]([F:30])=[CH:26][C:25]=3[OH:31])[N:21]=[C:20]([NH:32][C:33]([C:35]3[O:36][CH:37]=[CH:38][CH:39]=3)=[O:34])[C:19]=2[C:40]#[N:41])[CH:15]=[CH:16][CH:17]=1)=[O:10].[CH2:45](N(CC)CC)[CH3:46].[C:52](O)(=O)[CH3:53], predict the reaction product. The product is: [ClH:5].[C:40]([C:19]1[C:20]([NH:32][C:33]([C:35]2[O:36][CH:37]=[CH:38][CH:39]=2)=[O:34])=[N:21][C:22]([C:24]2[CH:29]=[CH:28][C:27]([F:30])=[CH:26][C:25]=2[OH:31])=[CH:23][C:18]=1[C:14]1[CH:15]=[CH:16][CH:17]=[C:12]([NH:11][C:9](=[O:10])[CH2:8][CH:7]([N:6]([CH2:52][CH3:53])[CH2:45][CH3:46])[CH2:42][CH2:43][CH3:44])[CH:13]=1)#[N:41]. (8) Given the reactants C(OC(=O)[NH:7][C:8]([CH2:41][CH3:42])([CH2:36][O:37]COC)[CH2:9][CH2:10][C:11]1[CH:16]=[CH:15][C:14]([O:17][CH2:18][CH2:19][CH2:20][C:21]2[CH:26]=[CH:25][C:24]([O:27][C:28]([F:31])([F:30])[F:29])=[CH:23][CH:22]=2)=[C:13]([C:32]([F:35])([F:34])[F:33])[CH:12]=1)(C)(C)C.[ClH:44], predict the reaction product. The product is: [ClH:44].[NH2:7][C:8]([CH2:41][CH3:42])([CH2:9][CH2:10][C:11]1[CH:16]=[CH:15][C:14]([O:17][CH2:18][CH2:19][CH2:20][C:21]2[CH:26]=[CH:25][C:24]([O:27][C:28]([F:29])([F:30])[F:31])=[CH:23][CH:22]=2)=[C:13]([C:32]([F:33])([F:34])[F:35])[CH:12]=1)[CH2:36][OH:37]. (9) Given the reactants [F:1][C:2]1[CH:10]=[CH:9][C:5]([C:6]([OH:8])=[O:7])=[CH:4][C:3]=1[N+:11]([O-:13])=[O:12].[C:14](Cl)(=O)C(Cl)=O, predict the reaction product. The product is: [CH3:14][O:7][C:6](=[O:8])[C:5]1[CH:9]=[CH:10][C:2]([F:1])=[C:3]([N+:11]([O-:13])=[O:12])[CH:4]=1. (10) Given the reactants [C:1]([C:3]1[CH:4]=[CH:5][C:6]2[NH:12][C:11](=[O:13])[C@@H:10]([NH:14][C:15](=[O:27])[C@@H:16]([N:18]([CH3:26])[C:19](=[O:25])[O:20][C:21]([CH3:24])([CH3:23])[CH3:22])[CH3:17])[C@H:9]([CH3:28])[N:8]([C:29](=[O:35])[CH2:30][S:31]([CH3:34])(=[O:33])=[O:32])[C:7]=2[CH:36]=1)#[N:2].Cl[CH2:38][C:39]1[C:48]2[C:43](=[CH:44][CH:45]=[CH:46][CH:47]=2)[CH:42]=[CH:41][C:40]=1[O:49][CH3:50].C(=O)([O-])[O-].[Cs+].[Cs+].[I-].[Na+], predict the reaction product. The product is: [C:1]([C:3]1[CH:4]=[CH:5][C:6]2[N:12]([CH2:38][C:39]3[C:48]4[C:43](=[CH:44][CH:45]=[CH:46][CH:47]=4)[CH:42]=[CH:41][C:40]=3[O:49][CH3:50])[C:11](=[O:13])[C@@H:10]([NH:14][C:15](=[O:27])[C@@H:16]([N:18]([CH3:26])[C:19](=[O:25])[O:20][C:21]([CH3:24])([CH3:22])[CH3:23])[CH3:17])[C@H:9]([CH3:28])[N:8]([C:29](=[O:35])[CH2:30][S:31]([CH3:34])(=[O:32])=[O:33])[C:7]=2[CH:36]=1)#[N:2].